Dataset: HIV replication inhibition screening data with 41,000+ compounds from the AIDS Antiviral Screen. Task: Binary Classification. Given a drug SMILES string, predict its activity (active/inactive) in a high-throughput screening assay against a specified biological target. (1) The molecule is Cc1ccccc1C1N=C2Oc3ccccc3C=C2C(=O)N1. The result is 0 (inactive). (2) The molecule is Cc1ccccc1N=Nc1ccc(NN=C2CCCNC2=O)c(C)c1. The result is 0 (inactive).